From a dataset of Full USPTO retrosynthesis dataset with 1.9M reactions from patents (1976-2016). Predict the reactants needed to synthesize the given product. Given the product [CH2:1]([O:3][C:4](=[O:5])[C:6]1[CH:11]=[C:10]([C:16]2[CH:17]=[C:18]3[C:24]([C:10]4[CH:11]=[CH:6][CH:4]=[CH:45][C:44]=4[O:43][CH3:40])=[N:23][N:22]([CH2:26][O:27][CH2:28][CH2:29][Si:30]([CH3:33])([CH3:32])[CH3:31])[C:19]3=[N:20][CH:21]=2)[CH:9]=[N:8][CH:7]=1)[CH3:2], predict the reactants needed to synthesize it. The reactants are: [CH2:1]([O:3][C:4]([C:6]1[CH:7]=[N:8][CH:9]=[C:10](B(O)O)[CH:11]=1)=[O:5])[CH3:2].Br[C:16]1[CH:17]=[C:18]2[C:24](I)=[N:23][N:22]([CH2:26][O:27][CH2:28][CH2:29][Si:30]([CH3:33])([CH3:32])[CH3:31])[C:19]2=[N:20][CH:21]=1.C(=O)([O-])[O-].[Na+].[Na+].[C:40]([O:43][CH2:44][CH3:45])(=O)C.